Predict which catalyst facilitates the given reaction. From a dataset of Catalyst prediction with 721,799 reactions and 888 catalyst types from USPTO. (1) Reactant: [OH:1][C:2]1([C:12]2[S:13][CH:14]=[C:15]([C:17]([OH:19])=O)[N:16]=2)[CH2:11][CH2:10][C:5]2([O:9][CH2:8][CH2:7][O:6]2)[CH2:4][CH2:3]1.[CH3:20][NH2:21].C(Cl)Cl. Product: [OH:1][C:2]1([C:12]2[S:13][CH:14]=[C:15]([C:17]([NH:21][CH3:20])=[O:19])[N:16]=2)[CH2:11][CH2:10][C:5]2([O:9][CH2:8][CH2:7][O:6]2)[CH2:4][CH2:3]1. The catalyst class is: 25. (2) Reactant: [Cl:1][C:2]1[CH:7]=[CH:6][C:5]([O:8][C:9]2[CH:14]=[CH:13][C:12]([CH2:15][S:16][C:17]3[NH:18][CH:19]=[C:20]([CH2:24]O)[C:21](=[O:23])[N:22]=3)=[CH:11][CH:10]=2)=[CH:4][C:3]=1[C:26]([F:29])([F:28])[F:27].CC(OC(/N=N/C(OC(C)C)=O)=O)C.C1(P(C2C=CC=CC=2)C2C=CC=CC=2)C=CC=CC=1.[NH:63]1[CH2:67][CH2:66][CH2:65][CH2:64]1. Product: [Cl:1][C:2]1[CH:7]=[CH:6][C:5]([O:8][C:9]2[CH:10]=[CH:11][C:12]([CH2:15][S:16][C:17]3[NH:18][CH:19]=[C:20]([CH2:24][N:63]4[CH2:67][CH2:66][CH2:65][CH2:64]4)[C:21](=[O:23])[N:22]=3)=[CH:13][CH:14]=2)=[CH:4][C:3]=1[C:26]([F:29])([F:28])[F:27]. The catalyst class is: 3.